From a dataset of Forward reaction prediction with 1.9M reactions from USPTO patents (1976-2016). Predict the product of the given reaction. (1) Given the reactants [C:1]([C:5]1[CH:13]=[CH:12][C:8]([C:9](O)=[O:10])=[CH:7][CH:6]=1)([CH3:4])([CH3:3])[CH3:2].CN1CCOCC1.ClC(OCC(C)C)=O.[NH2:29][NH2:30], predict the reaction product. The product is: [C:1]([C:5]1[CH:13]=[CH:12][C:8]([C:9]([NH:29][NH2:30])=[O:10])=[CH:7][CH:6]=1)([CH3:4])([CH3:3])[CH3:2]. (2) Given the reactants CN1CCCN(C)C1=O.[CH2:10]([N:17]1[CH2:20][C:19](C(OCC)=O)([C:21]([O:23][CH2:24][CH3:25])=[O:22])[CH2:18]1)[C:11]1[CH:16]=[CH:15][CH:14]=[CH:13][CH:12]=1, predict the reaction product. The product is: [CH2:10]([N:17]1[CH2:20][CH:19]([C:21]([O:23][CH2:24][CH3:25])=[O:22])[CH2:18]1)[C:11]1[CH:12]=[CH:13][CH:14]=[CH:15][CH:16]=1. (3) Given the reactants Br[C:2]1[S:3][CH:4]=[C:5]([CH:7]2[CH2:11][O:10][C:9]([CH3:13])([CH3:12])[O:8]2)[N:6]=1.CCCCCC.C([Li])CCC.CN(C)[CH:27]=[O:28].C(O)(=O)CC(CC(O)=O)(C(O)=O)O, predict the reaction product. The product is: [CH3:12][C:9]1([CH3:13])[O:8][CH:7]([C:5]2[N:6]=[C:2]([CH:27]=[O:28])[S:3][CH:4]=2)[CH2:11][O:10]1.